Task: Predict the product of the given reaction.. Dataset: Forward reaction prediction with 1.9M reactions from USPTO patents (1976-2016) (1) Given the reactants [Br:1][C:2]1[CH:3]=[C:4]([S:8][CH2:9][CH2:10]O)[CH:5]=[CH:6][CH:7]=1.[C:12]1(=[O:22])[NH:16][C:15](=[O:17])[C:14]2=[CH:18][CH:19]=[CH:20][CH:21]=[C:13]12, predict the reaction product. The product is: [Br:1][C:2]1[CH:3]=[C:4]([S:8][CH2:9][CH2:10][N:16]2[C:12](=[O:22])[C:13]3[C:14](=[CH:18][CH:19]=[CH:20][CH:21]=3)[C:15]2=[O:17])[CH:5]=[CH:6][CH:7]=1. (2) Given the reactants [CH3:1][S:2]([C:5]1[CH:12]=[CH:11][C:8]([CH:9]=O)=[CH:7][CH:6]=1)(=[O:4])=[O:3].[NH2:13][C:14]1[CH:19]=[CH:18][CH:17]=[CH:16][C:15]=1/[CH:20]=[CH:21]/[C:22]([O:24][CH3:25])=[O:23].[BH-](OC(C)=O)(OC(C)=O)OC(C)=O.[Na+], predict the reaction product. The product is: [CH3:1][S:2]([C:5]1[CH:12]=[CH:11][C:8]([CH2:9][NH:13][C:14]2[CH:19]=[CH:18][CH:17]=[CH:16][C:15]=2/[CH:20]=[CH:21]/[C:22]([O:24][CH3:25])=[O:23])=[CH:7][CH:6]=1)(=[O:4])=[O:3]. (3) Given the reactants [CH2:1]([N:8]1[C:16]2[C:11](=[CH:12][CH:13]=[C:14](Br)[CH:15]=2)[CH:10]=[CH:9]1)[C:2]1[CH:7]=[CH:6][CH:5]=[CH:4][CH:3]=1.[NH2:18][C:19]1[CH:28]=[CH:27][C:26]([Cl:29])=[CH:25][C:20]=1[C:21]([O:23][CH3:24])=[O:22].C(=O)([O-])[O-].[Cs+].[Cs+].C1(C)C=CC=CC=1, predict the reaction product. The product is: [CH2:1]([N:8]1[C:16]2[C:11](=[CH:12][CH:13]=[C:14]([NH:18][C:19]3[CH:28]=[CH:27][C:26]([Cl:29])=[CH:25][C:20]=3[C:21]([O:23][CH3:24])=[O:22])[CH:15]=2)[CH:10]=[CH:9]1)[C:2]1[CH:7]=[CH:6][CH:5]=[CH:4][CH:3]=1. (4) Given the reactants [Cl:1][C:2]1[CH:3]=[C:4]2[C:8](=[CH:9][CH:10]=1)[NH:7][C:6]([C:11]([NH:13][C@@H:14]1[CH2:22][C:21]3[C:16](=[CH:17][CH:18]=[CH:19][CH:20]=3)[C@H:15]1[N:23]([C:33](=[O:38])[C@@H:34]([OH:37])[CH2:35][CH3:36])[CH2:24][CH2:25][O:26]C1CCCCO1)=[O:12])=[CH:5]2, predict the reaction product. The product is: [Cl:1][C:2]1[CH:3]=[C:4]2[C:8](=[CH:9][CH:10]=1)[NH:7][C:6]([C:11]([NH:13][C@@H:14]1[CH2:22][C:21]3[C:16](=[CH:17][CH:18]=[CH:19][CH:20]=3)[C@H:15]1[N:23]([C:33](=[O:38])[C@@H:34]([OH:37])[CH2:35][CH3:36])[CH2:24][CH2:25][OH:26])=[O:12])=[CH:5]2. (5) Given the reactants [NH2:1][C:2]1[CH:31]=[CH:30][C:5]([C:6]([N:8]2[C:17]3[C:12](=[CH:13][CH:14]=[CH:15][CH:16]=3)[C@H:11]([N:18]([C:23]3[CH:28]=[CH:27][CH:26]=[CH:25][CH:24]=3)[C:19](=[O:22])[CH2:20]C)[CH2:10][C@@H:9]2[CH3:29])=[O:7])=[CH:4][CH:3]=1.C(=O)([O-])[O-].[K+].[K+].Br[CH:39]([CH3:44])[C:40]([O:42][CH3:43])=[O:41].O, predict the reaction product. The product is: [CH3:43][O:42][C:40](=[O:41])[CH:39]([NH:1][C:2]1[CH:31]=[CH:30][C:5]([C:6]([N:8]2[C:17]3[C:12](=[CH:13][CH:14]=[CH:15][CH:16]=3)[C@H:11]([N:18]([C:19](=[O:22])[CH3:20])[C:23]3[CH:28]=[CH:27][CH:26]=[CH:25][CH:24]=3)[CH2:10][C@@H:9]2[CH3:29])=[O:7])=[CH:4][CH:3]=1)[CH3:44]. (6) Given the reactants [C:1]([O:5][C:6](=[O:34])[NH:7][C@@H:8]([C:28]1[CH:33]=[CH:32][CH:31]=[CH:30][CH:29]=1)[C:9]([N:11]1[CH2:15][CH2:14][CH2:13][C@@H:12]1[C:16](=[O:27])[NH:17][C:18]1[N:19]=[C:20]2[N:24]([CH:25]=1)[CH:23]=[C:22](Br)[S:21]2)=[O:10])([CH3:4])([CH3:3])[CH3:2].[C:35]1(B(O)O)[CH:40]=[CH:39][CH:38]=[CH:37][CH:36]=1, predict the reaction product. The product is: [C:1]([O:5][C:6](=[O:34])[NH:7][C@@H:8]([C:28]1[CH:33]=[CH:32][CH:31]=[CH:30][CH:29]=1)[C:9](=[O:10])[N:11]1[CH2:15][CH2:14][CH2:13][C@@H:12]1[C:16](=[O:27])[NH:17][C:18]1[N:19]=[C:20]2[N:24]([CH:25]=1)[CH:23]=[C:22]([C:35]1[CH:40]=[CH:39][CH:38]=[CH:37][CH:36]=1)[S:21]2)([CH3:4])([CH3:3])[CH3:2].